From a dataset of Human liver microsome stability data. Regression/Classification. Given a drug SMILES string, predict its absorption, distribution, metabolism, or excretion properties. Task type varies by dataset: regression for continuous measurements (e.g., permeability, clearance, half-life) or binary classification for categorical outcomes (e.g., BBB penetration, CYP inhibition). Dataset: hlm. (1) The molecule is COc1cc(C(=O)N2C[C@]3(C)C[C@H]2CC(C)(C)C3)ccc1-c1csc2ccccc12. The result is 1 (stable in human liver microsomes). (2) The drug is COc1cc2c(N3CCN(C(=O)Nc4ccc(OC(C)C)cc4)CC3)ncnc2cc1OCCCN1CCC(C)CC1. The result is 0 (unstable in human liver microsomes). (3) The compound is Nc1[nH]nc2cc(NC(=O)[C@H](Cc3ccccc3)NC(=O)C=Cc3cc(Cl)ccc3-n3cnnn3)ccc12. The result is 0 (unstable in human liver microsomes).